From a dataset of hERG potassium channel inhibition data for cardiac toxicity prediction from Karim et al.. Regression/Classification. Given a drug SMILES string, predict its toxicity properties. Task type varies by dataset: regression for continuous values (e.g., LD50, hERG inhibition percentage) or binary classification for toxic/non-toxic outcomes (e.g., AMES mutagenicity, cardiotoxicity, hepatotoxicity). Dataset: herg_karim. (1) The molecule is CC[N+](CC)CCNC(=O)c1cc(Cl)c(N)cc1OC. The result is 1 (blocker). (2) The molecule is N[C@]1(c2ccccc2)CC[C@H](N2CC(NC(=O)CNC(=O)c3cccc(C(F)(F)F)c3)C2)CC1. The result is 1 (blocker). (3) The compound is Cn1c(=O)c(C#N)c(NC2CCN(Cc3ccc4c(c3)OCO4)CC2)c2cc(Cl)ccc21. The result is 1 (blocker). (4) The drug is O=C(C=CC#Cc1cccc(NS(=O)(=O)c2ccccc2)c1)NO. The result is 0 (non-blocker).